Dataset: Reaction yield outcomes from USPTO patents with 853,638 reactions. Task: Predict the reaction yield, written as a fraction of the theoretical maximum amount of product (1.0 means a 100% yield; for example, 0.34 means a 34% yield). The catalyst is C(O)(=O)C. The reactants are [Cl:1][C:2]1[CH:9]=[C:8]([Cl:10])[CH:7]=[CH:6][C:3]=1[CH:4]=O.[N+:11]([CH2:14][CH3:15])([O-:13])=[O:12].C([O-])(=O)C.[NH4+]. The yield is 0.550. The product is [Cl:1][C:2]1[CH:9]=[C:8]([Cl:10])[CH:7]=[CH:6][C:3]=1/[CH:4]=[C:14](/[N+:11]([O-:13])=[O:12])\[CH3:15].